This data is from Full USPTO retrosynthesis dataset with 1.9M reactions from patents (1976-2016). The task is: Predict the reactants needed to synthesize the given product. Given the product [CH:1]1([CH2:4][O:5][CH:6]2[CH2:11][CH2:10][N:9]([CH2:13][CH2:14][CH2:15][N:16]3[C:21]4[CH:22]=[C:23]([F:27])[CH:24]=[C:25]([F:26])[C:20]=4[O:19][CH2:18][C:17]3=[O:28])[CH2:8][CH2:7]2)[CH2:2][CH2:3]1, predict the reactants needed to synthesize it. The reactants are: [CH:1]1([CH2:4][O:5][CH:6]2[CH2:11][CH2:10][NH:9][CH2:8][CH2:7]2)[CH2:3][CH2:2]1.Cl[CH2:13][CH2:14][CH2:15][N:16]1[C:21]2[CH:22]=[C:23]([F:27])[CH:24]=[C:25]([F:26])[C:20]=2[O:19][CH2:18][C:17]1=[O:28].C([O-])([O-])=O.[K+].[K+].